This data is from Peptide-MHC class I binding affinity with 185,985 pairs from IEDB/IMGT. The task is: Regression. Given a peptide amino acid sequence and an MHC pseudo amino acid sequence, predict their binding affinity value. This is MHC class I binding data. (1) The peptide sequence is EGNLAQGFR. The MHC is HLA-B07:02 with pseudo-sequence HLA-B07:02. The binding affinity (normalized) is 0.0847. (2) The peptide sequence is IFEDQLLPF. The MHC is H-2-Db with pseudo-sequence H-2-Db. The binding affinity (normalized) is 0.0370. (3) The peptide sequence is STMSLVMAW. The MHC is HLA-B57:01 with pseudo-sequence HLA-B57:01. The binding affinity (normalized) is 0.530. (4) The peptide sequence is KETINEEAA. The binding affinity (normalized) is 0. The MHC is HLA-B07:02 with pseudo-sequence HLA-B07:02. (5) The peptide sequence is TCQGSDDIKK. The MHC is HLA-A31:01 with pseudo-sequence HLA-A31:01. The binding affinity (normalized) is 0.191.